This data is from Full USPTO retrosynthesis dataset with 1.9M reactions from patents (1976-2016). The task is: Predict the reactants needed to synthesize the given product. (1) Given the product [N:1]1[CH:2]=[C:3]([CH2:10][C:11]([NH2:16])=[O:13])[N:4]2[CH2:9][CH2:8][CH2:7][CH2:6][C:5]=12, predict the reactants needed to synthesize it. The reactants are: [N:1]1[CH:2]=[C:3]([CH2:10][C:11]([O:13]CC)=O)[N:4]2[CH2:9][CH2:8][CH2:7][CH2:6][C:5]=12.[NH3:16]. (2) Given the product [CH2:1]([C:18]1[CH:19]=[CH:20][C:15]2[N:16]([CH:22]=[C:13]([Cl:12])[N:14]=2)[N:17]=1)[CH2:2][CH2:3][CH3:4], predict the reactants needed to synthesize it. The reactants are: [CH2:1]([Li])[CH2:2][CH2:3][CH3:4].[Cl-].C([Zn+])CCC.[Cl:12][C:13]1[N:14]=[C:15]2[CH:20]=[CH:19][C:18](Cl)=[N:17][N:16]2[CH:22]=1.Cl. (3) Given the product [CH3:1][C:2]1[CH:3]=[CH:4][C:5]([N:8]2[C:12](=[O:13])[C:11](=[O:14])[CH2:10][NH:9]2)=[CH:6][CH:7]=1, predict the reactants needed to synthesize it. The reactants are: [CH3:1][C:2]1[CH:7]=[CH:6][C:5]([N:8]2[C:12](=[O:13])[C:11](=[O:14])[CH:10](C)[NH:9]2)=[CH:4][CH:3]=1.CC1C=CC(N2C(=O)C(=O)C(C3C=CC=CC=3)N2)=CC=1.CC1C=CC(N2C(=O)C(=O)C(C3C=CC(Cl)=CC=3)N2)=CC=1.CC1C=CC(N2C(=O)C(=O)C(C3C=CC=C(OC)C=3)N2)=CC=1.CC1C=CC(N2C(=O)C(=O)C(C3C=CC(OC)=CC=3)N2)=CC=1.CC1C=CC(N2C(=O)C(=O)C(C3C=CC=C([N+]([O-])=O)C=3)N2)=CC=1.CC1C=CC(N2C(=O)C(=O)C(C3C=CC(C)=CC=3)N2)=CC=1.CC1C=CC(N2C(=O)C(=O)C(OC)N2)=CC=1.CC1C=CC(N2C(=O)C(=O)C(N(C)C)N2)=CC=1.CC1C=CC(N2C(=O)C(=O)C(N(CC)CC)N2)=CC=1.CC1C=CC(N2C(=O)C(=O)C(NC(=O)C)N2)=CC=1.CC1C=CC(N2C(=O)C(=O)C(C(O)=O)N2)=CC=1.CC1C=CC(N2C(=O)C(=O)C(C(OC)=O)N2)=CC=1.CC1C=CC(N2C(=O)C(=O)C(C(OCC)=O)N2)=CC=1. (4) The reactants are: [CH3:1][C:2]1[CH:7]=[CH:6][C:5]([CH2:8][CH2:9][CH2:10][C:11](Cl)=[O:12])=[CH:4][CH:3]=1.[C:14]([O:17][CH2:18][C@@:19]([NH:30][C:31](=[O:33])[CH3:32])([CH2:28][CH3:29])[CH2:20][CH2:21][C:22]1[N:23]([CH3:27])[CH:24]=[CH:25][CH:26]=1)(=[O:16])[CH3:15].C([O:37][CH2:38][CH3:39])(=O)C.O. Given the product [C:14]([O:17][CH2:18][C@@:19]([NH:30][C:31](=[O:33])[CH3:32])([CH2:28][CH3:29])[CH2:20][CH2:21][C:22]1[N:23]([CH3:27])[C:24]([C:11]([O:12][C:38](=[O:37])[CH2:39][CH2:9][CH2:8][C:5]2[CH:6]=[CH:7][C:2]([CH3:1])=[CH:3][CH:4]=2)=[CH:10][CH2:9][CH2:8][C:5]2[CH:6]=[CH:7][C:2]([CH3:1])=[CH:3][CH:4]=2)=[CH:25][CH:26]=1)(=[O:16])[CH3:15], predict the reactants needed to synthesize it.